This data is from Forward reaction prediction with 1.9M reactions from USPTO patents (1976-2016). The task is: Predict the product of the given reaction. (1) Given the reactants Br[CH2:2][C:3]1[C:13]([Cl:14])=[N:12][CH:11]=[CH:10][C:4]=1[C:5]([O:7]CC)=O.[NH2:15][CH2:16][C:17]1[CH:29]=[CH:28][C:20]([C:21]([O:23][C:24]([CH3:27])([CH3:26])[CH3:25])=[O:22])=[C:19]([CH3:30])[CH:18]=1, predict the reaction product. The product is: [Cl:14][C:13]1[C:3]2[CH2:2][N:15]([CH2:16][C:17]3[CH:29]=[CH:28][C:20]([C:21]([O:23][C:24]([CH3:26])([CH3:27])[CH3:25])=[O:22])=[C:19]([CH3:30])[CH:18]=3)[C:5](=[O:7])[C:4]=2[CH:10]=[CH:11][N:12]=1. (2) Given the reactants [CH2:1]([C:3]1[C:4]([NH:9]C(=O)OC(C)(C)C)=[N:5][CH:6]=[CH:7][CH:8]=1)[CH3:2].Cl.O1CCOCC1.C([O-])([O-])=O.[K+].[K+].C1C(=O)N([Br:37])C(=O)C1, predict the reaction product. The product is: [Br:37][C:7]1[CH:8]=[C:3]([CH2:1][CH3:2])[C:4]([NH2:9])=[N:5][CH:6]=1. (3) Given the reactants [NH2:1][C:2]1[C:3]([N:8]([CH3:10])[CH3:9])=[N:4][CH:5]=[CH:6][CH:7]=1.C(N(CC)CC)C.[Cl-].ClC1N(C)CC[NH+]1C.[CH3:27][O:28][C:29]1[C:30](=[O:53])[C:31]([CH3:52])=[C:32]([CH2:38][C:39]2[CH:40]=[CH:41][C:42]([O:48][C:49](=[O:51])[CH3:50])=[C:43]([CH:47]=2)[C:44](O)=[O:45])[C:33](=[O:37])[C:34]=1[O:35][CH3:36], predict the reaction product. The product is: [CH3:9][N:8]([CH3:10])[C:3]1[C:2]([NH:1][C:44](=[O:45])[C:43]2[CH:47]=[C:39]([CH2:38][C:32]3[C:33](=[O:37])[C:34]([O:35][CH3:36])=[C:29]([O:28][CH3:27])[C:30](=[O:53])[C:31]=3[CH3:52])[CH:40]=[CH:41][C:42]=2[O:48][C:49](=[O:51])[CH3:50])=[CH:7][CH:6]=[CH:5][N:4]=1. (4) Given the reactants NC1C=CC(S(NC2C=CC=CC=2C)(=O)=O)=CC=1.[N+:19]([C:22]1[CH:27]=[CH:26][C:25]([S:28]([NH:31][C:32]2[CH:37]=[CH:36][CH:35]=[CH:34][C:33]=2C)(=[O:30])=[O:29])=[CH:24][CH:23]=1)([O-:21])=[O:20].[B-].[Na+].[CH3:41][OH:42].C1[CH2:47][O:46]CC1, predict the reaction product. The product is: [CH3:41][O:42][C:26]1[CH:27]=[C:22]([N+:19]([O-:21])=[O:20])[CH:23]=[CH:24][C:25]=1[S:28]([NH:31][C:32]1[CH:37]=[CH:36][C:35]([O:46][CH3:47])=[CH:34][CH:33]=1)(=[O:30])=[O:29].